From a dataset of Reaction yield outcomes from USPTO patents with 853,638 reactions. Predict the reaction yield, written as a fraction of the theoretical maximum amount of product (1.0 means a 100% yield; for example, 0.34 means a 34% yield). (1) The reactants are [C:1]([NH:9][NH:10][C@H:11]([C@@H:17]([CH3:20])[CH:18]=[CH2:19])[C:12]([O:14][CH2:15][CH3:16])=[O:13])(=[O:8])[C:2]1[CH:7]=[CH:6][CH:5]=[CH:4][CH:3]=1. The catalyst is [Pd].C(O)C. The product is [C:1]([NH:9][NH:10][C@H:11]([C@@H:17]([CH3:20])[CH2:18][CH3:19])[C:12]([O:14][CH2:15][CH3:16])=[O:13])(=[O:8])[C:2]1[CH:3]=[CH:4][CH:5]=[CH:6][CH:7]=1. The yield is 0.700. (2) The reactants are [CH2:1]([C:7]1[CH:19]=[CH:18][C:17]2[C:16]3[C:11](=[CH:12]C(COC(C4C=CC=CC=4)(C4C=CC=CC=4)C4C=CC=CC=4)=C[CH:15]=3)[NH:10][C:9]=2[CH:8]=1)[CH2:2][CH2:3][CH2:4][CH2:5][CH3:6].[OH-:41].[Na+].I[CH3:44].[CH3:45][C:46]([CH3:48])=O. The catalyst is S([O-])(O)(=O)=O.C([N+](CCCC)(CCCC)CCCC)CCC. The product is [CH3:44][N:10]1[C:9]2[CH:8]=[C:7]([CH2:1][CH2:2][CH2:3][CH2:4][CH2:5][CH3:6])[CH:19]=[CH:18][C:17]=2[C:16]2[C:11]1=[CH:12][C:46]([CH2:45][OH:41])=[CH:48][CH:15]=2. The yield is 0.870. (3) The reactants are [C:1]1([C:7]2[N:12]3[N:13]=[C:14]([NH2:16])[N:15]=[C:11]3[CH:10]=[CH:9][CH:8]=2)[CH:6]=[CH:5][CH:4]=[CH:3][CH:2]=1.[Cl:17][C:18]1[CH:23]=[C:22](I)[CH:21]=[CH:20][N:19]=1.C1(P(C2C=CC=CC=2)C2C3OC4C(=CC=CC=4P(C4C=CC=CC=4)C4C=CC=CC=4)C(C)(C)C=3C=CC=2)C=CC=CC=1.C(=O)([O-])[O-].[Cs+].[Cs+]. The catalyst is O1CCOCC1.[Pd].[Pd].C(=CC(C=CC1C=CC=CC=1)=O)C1C=CC=CC=1.C(=CC(C=CC1C=CC=CC=1)=O)C1C=CC=CC=1.C(=CC(C=CC1C=CC=CC=1)=O)C1C=CC=CC=1. The product is [Cl:17][C:18]1[CH:23]=[C:22]([NH:16][C:14]2[N:15]=[C:11]3[CH:10]=[CH:9][CH:8]=[C:7]([C:1]4[CH:2]=[CH:3][CH:4]=[CH:5][CH:6]=4)[N:12]3[N:13]=2)[CH:21]=[CH:20][N:19]=1. The yield is 0.780. (4) The reactants are [NH2:1][C:2]1[C:3]([CH3:9])=[CH:4][C:5]([OH:8])=[CH:6][CH:7]=1.[H-].[Na+].[CH2:12](Br)[C:13]1[CH:18]=[CH:17][CH:16]=[CH:15][CH:14]=1.O. The catalyst is CS(C)=O.CCCCCC.C(OCC)(=O)C.C(OCC)C.O1CCCC1. The product is [CH2:12]([O:8][C:5]1[CH:6]=[CH:7][C:2]([NH2:1])=[C:3]([CH3:9])[CH:4]=1)[C:13]1[CH:18]=[CH:17][CH:16]=[CH:15][CH:14]=1. The yield is 0.756.